This data is from Full USPTO retrosynthesis dataset with 1.9M reactions from patents (1976-2016). The task is: Predict the reactants needed to synthesize the given product. The reactants are: [CH3:1][CH:2]([CH3:7])/[CH:3]=[CH:4]/[CH2:5][OH:6].ClCCl.Cl.C(N=C=NCCCN(C)C)C.[Br:23][C:24]1[CH:29]=[CH:28][C:27]([CH:30]([CH3:34])[C:31](O)=[O:32])=[CH:26][C:25]=1[Cl:35].O. Given the product [CH3:1][CH:2]([CH3:7])/[CH:3]=[CH:4]/[CH2:5][O:6][C:31](=[O:32])[CH:30]([C:27]1[CH:28]=[CH:29][C:24]([Br:23])=[C:25]([Cl:35])[CH:26]=1)[CH3:34], predict the reactants needed to synthesize it.